Dataset: CYP2C9 inhibition data for predicting drug metabolism from PubChem BioAssay. Task: Regression/Classification. Given a drug SMILES string, predict its absorption, distribution, metabolism, or excretion properties. Task type varies by dataset: regression for continuous measurements (e.g., permeability, clearance, half-life) or binary classification for categorical outcomes (e.g., BBB penetration, CYP inhibition). Dataset: cyp2c9_veith. The result is 0 (non-inhibitor). The molecule is O=C(Nc1ccccc1Cl)c1ccn[nH]1.